Dataset: Full USPTO retrosynthesis dataset with 1.9M reactions from patents (1976-2016). Task: Predict the reactants needed to synthesize the given product. (1) Given the product [NH2:8][C:9]1[C:18]2[N:19]=[C:20]([CH2:31][O:32][CH2:33][CH3:34])[N:21]([CH2:22][C:23]([CH3:30])([NH:25][S:26]([CH3:29])(=[O:27])=[O:28])[CH3:24])[C:17]=2[C:16]2[CH:15]=[CH:14][C:13]([O:35][CH2:36][CH2:37][CH2:38][CH2:39][CH2:40][CH2:41][NH:42][C:43](=[O:66])[CH2:44][CH2:45][SH:46])=[CH:12][C:11]=2[N:10]=1, predict the reactants needed to synthesize it. The reactants are: FC(F)(F)C(O)=O.[NH2:8][C:9]1[C:18]2[N:19]=[C:20]([CH2:31][O:32][CH2:33][CH3:34])[N:21]([CH2:22][C:23]([CH3:30])([NH:25][S:26]([CH3:29])(=[O:28])=[O:27])[CH3:24])[C:17]=2[C:16]2[CH:15]=[CH:14][C:13]([O:35][CH2:36][CH2:37][CH2:38][CH2:39][CH2:40][CH2:41][NH:42][C:43](=[O:66])[CH2:44][CH2:45][S:46]C(C3C=CC=CC=3)(C3C=CC=CC=3)C3C=CC=CC=3)=[CH:12][C:11]=2[N:10]=1.C([SiH](CC)CC)C. (2) Given the product [CH3:36][O:35][C:33]([C:28]12[CH2:27][CH2:26][C:25]([NH:24][CH2:22][C:17]3[CH:16]=[CH:15][C:14]4[C:19](=[CH:20][CH:21]=[C:12]([O:11][C@H:8]5[CH2:9][CH2:10][C@H:5]([C:1]([CH3:4])([CH3:3])[CH3:2])[CH2:6][CH2:7]5)[CH:13]=4)[CH:18]=3)([CH2:32][CH2:31]1)[CH2:30][CH2:29]2)=[O:34], predict the reactants needed to synthesize it. The reactants are: [C:1]([CH:5]1[CH2:10][CH2:9][CH:8]([O:11][C:12]2[CH:13]=[C:14]3[C:19](=[CH:20][CH:21]=2)[CH:18]=[C:17]([CH:22]=O)[CH:16]=[CH:15]3)[CH2:7][CH2:6]1)([CH3:4])([CH3:3])[CH3:2].[NH2:24][C:25]12[CH2:32][CH2:31][C:28]([C:33]([O:35][CH3:36])=[O:34])([CH2:29][CH2:30]1)[CH2:27][CH2:26]2.C(O)C.C([BH3-])#N.[Na+]. (3) Given the product [C:1]([C:5]1[CH:6]=[C:7]2[C:12](=[C:13]([F:15])[CH:14]=1)[C:11](=[O:16])[N:10]([C:17]1[C:18]([CH2:19][OH:20])=[C:21]([C:25]3[CH:30]=[C:29]([NH:31][C:32]4[CH:36]=[C:35]([CH2:37][CH3:38])[O:34][N:33]=4)[C:28](=[O:39])[N:27]([CH3:40])[CH:26]=3)[CH:22]=[CH:23][N:24]=1)[N:9]=[CH:8]2)([CH3:3])([CH3:2])[CH3:4], predict the reactants needed to synthesize it. The reactants are: [C:1]([C:5]1[CH:6]=[C:7]2[C:12](=[C:13]([F:15])[CH:14]=1)[C:11](=[O:16])[N:10]([C:17]1[N:24]=[CH:23][CH:22]=[C:21]([C:25]3[CH:30]=[C:29]([NH:31][C:32]4[CH:36]=[C:35]([CH2:37][CH3:38])[O:34][N:33]=4)[C:28](=[O:39])[N:27]([CH3:40])[CH:26]=3)[C:18]=1[CH:19]=[O:20])[N:9]=[CH:8]2)([CH3:4])([CH3:3])[CH3:2].[BH4-].[Na+]. (4) Given the product [Cl:1][C:2]1[CH:18]=[CH:17][C:5]2[CH2:6][CH2:7][N:8]([C:11](=[O:16])[C:12]([F:15])([F:14])[F:13])[CH2:9][CH2:10][C:4]=2[C:3]=1[NH:40][CH2:39][C:38]1[CH:37]=[CH:36][C:35]([C:33]([N:27]2[CH2:32][CH2:31][CH2:30][CH2:29][CH2:28]2)=[O:34])=[CH:42][CH:41]=1, predict the reactants needed to synthesize it. The reactants are: [Cl:1][C:2]1[CH:18]=[CH:17][C:5]2[CH2:6][CH2:7][N:8]([C:11](=[O:16])[C:12]([F:15])([F:14])[F:13])[CH2:9][CH2:10][C:4]=2[C:3]=1OS(C(F)(F)F)(=O)=O.[N:27]1([C:33]([C:35]2[CH:42]=[CH:41][C:38]([CH2:39][NH2:40])=[CH:37][CH:36]=2)=[O:34])[CH2:32][CH2:31][CH2:30][CH2:29][CH2:28]1. (5) Given the product [CH2:6]([O:5][C:3]([C:2]1[C:1](=[O:9])[N:21]([CH2:14][C:15]2[CH:20]=[CH:19][CH:18]=[CH:17][CH:16]=2)[C:26]2[S:27][CH:28]=[CH:29][C:25]=2[C:24]=1[OH:23])=[O:4])[CH3:7], predict the reactants needed to synthesize it. The reactants are: [C:1]([O:9]CC)(=O)[CH2:2][C:3]([O:5][CH2:6][CH3:7])=[O:4].[H-].[Na+].[CH2:14]([N:21]1[C:26]2[S:27][CH:28]=[CH:29][C:25]=2[C:24](=O)[O:23]C1=O)[C:15]1[CH:20]=[CH:19][CH:18]=[CH:17][CH:16]=1. (6) Given the product [CH3:1][C:2]1[N:7]=[CH:6][C:5]([C:24]2[C:25]3[C:30](=[CH:29][CH:28]=[C:27]([Br:31])[CH:26]=3)[C:21]([CH3:33])([CH3:20])[CH2:22][CH:23]=2)=[CH:4][CH:3]=1, predict the reactants needed to synthesize it. The reactants are: [CH3:1][C:2]1[N:7]=[CH:6][C:5](Br)=[CH:4][CH:3]=1.[Li]CCCC.CCCCCC.[CH3:20][C:21]1([CH3:33])[C:30]2[C:25](=[CH:26][C:27]([Br:31])=[CH:28][CH:29]=2)[C:24](=O)[CH2:23][CH2:22]1. (7) Given the product [NH2:7][CH:8]([CH2:9][CH3:10])[CH:11]([C:12]1[N:23]=[C:15]([C:16]2[CH:21]=[CH:20][CH:19]=[CH:18][CH:17]=2)[O:14][N:13]=1)[OH:24], predict the reactants needed to synthesize it. The reactants are: C(OC(=O)[NH:7][CH:8]([CH:11]([OH:24])[C:12](=[NH:23])[NH:13][O:14][C:15](=O)[C:16]1[CH:21]=[CH:20][CH:19]=[CH:18][CH:17]=1)[CH2:9][CH3:10])(C)(C)C.FC(F)(F)C(O)=O. (8) Given the product [C:2]1([C:1]2[S:8][CH:11]=[C:12]([C:14]3[CH:19]=[CH:18][C:17]([CH2:20][CH2:21][NH:22][C:23](=[O:25])[CH3:24])=[CH:16][CH:15]=3)[N:9]=2)[CH:7]=[CH:6][CH:5]=[CH:4][CH:3]=1, predict the reactants needed to synthesize it. The reactants are: [C:1]([NH2:9])(=[S:8])[C:2]1[CH:7]=[CH:6][CH:5]=[CH:4][CH:3]=1.Br[CH2:11][C:12]([C:14]1[CH:19]=[CH:18][C:17]([CH2:20][CH2:21][NH:22][C:23](=[O:25])[CH3:24])=[CH:16][CH:15]=1)=O.